Dataset: Serine/threonine kinase 33 screen with 319,792 compounds. Task: Binary Classification. Given a drug SMILES string, predict its activity (active/inactive) in a high-throughput screening assay against a specified biological target. (1) The result is 0 (inactive). The drug is S(=O)(=O)(N1CC(CCC1)C(=O)Nc1sc2c(n1)c(ccc2)C)c1c2nonc2ccc1. (2) The molecule is O1c2c3c(c(O)c(c2OC(=O)c2c1c(c(OC)cc2C)C=O)C)C(OC3O)=O. The result is 1 (active). (3) The compound is o1nc(nc1CN(Cc1n(CC)ccn1)C)CCC(C)C. The result is 0 (inactive). (4) The compound is Brc1ccc(C(=N/OC(=O)C(C)(C)C)/N)cc1. The result is 0 (inactive). (5) The molecule is s1c2c(cc1C(=O)NN\C=C1\C(=O)C(OC)=CC=C1)cc([N+]([O-])=O)cc2. The result is 0 (inactive). (6) The compound is Clc1n(nc(c1/C=C\C(OC(C(C)C)C(=O)NC(=O)N)=O)C)Cc1ccccc1. The result is 0 (inactive). (7) The molecule is S1CC(N=C1c1cccnc1)C(=O)NC1CC1. The result is 0 (inactive). (8) The molecule is S(=O)(=O)(NC(c1c2c(ccc1)cccc2)CC(OC)=O)c1sccc1. The result is 0 (inactive). (9) The molecule is O=C1N(C(=O)C2C1CC=CC2)CCCC(=O)Nc1ccc(cc1)CC. The result is 0 (inactive). (10) The compound is S(c1n(nnn1)Cc1ccccc1)CC(=O)Nc1cc2OCCOc2cc1. The result is 0 (inactive).